This data is from Reaction yield outcomes from USPTO patents with 853,638 reactions. The task is: Predict the reaction yield, written as a fraction of the theoretical maximum amount of product (1.0 means a 100% yield; for example, 0.34 means a 34% yield). (1) The reactants are [C:1]([O:5][C:6]([NH:8][C:9]1[CH:10]=[C:11]([C:15]([NH:17][C:18]2[N:19]=[C:20]([C:24]([NH:26][C:27]3[CH:28]=[C:29]([C:33]([NH:35][C:36]4[CH:37]=C(C(O)=O)[N:39]([CH3:41])[CH:40]=4)=[O:34])[N:30]([CH3:32])[CH:31]=3)=[O:25])[N:21]([CH3:23])[CH:22]=2)=[O:16])[N:12]([CH3:14])[CH:13]=1)=[O:7])([CH3:4])([CH3:3])[CH3:2].C(Cl)CCl.Cl.[C:50](=[O:58])([S:52][CH2:53][CH2:54]CNC)[CH3:51].[CH3:59][C:60]([N:62]([CH3:64])[CH3:63])=[O:61]. No catalyst specified. The product is [C:50](=[O:58])([S:52][CH2:53][CH2:54][CH2:63][N:62]([CH3:64])[C:60]([C:59]1[N:39]([CH3:41])[CH:40]=[C:36]([NH:35][C:33]([C:29]2[N:30]([CH3:32])[CH:31]=[C:27]([NH:26][C:24]([C:20]3[N:21]([CH3:23])[CH:22]=[C:18]([NH:17][C:15]([C:11]4[N:12]([CH3:14])[CH:13]=[C:9]([NH:8][C:6]([O:5][C:1]([CH3:4])([CH3:3])[CH3:2])=[O:7])[CH:10]=4)=[O:16])[N:19]=3)=[O:25])[CH:28]=2)=[O:34])[CH:37]=1)=[O:61])[CH3:51]. The yield is 0.640. (2) The reactants are [NH2:1][N:2]1[C:10]2[C:5](=[N:6][CH:7]=[C:8]([C:11]3[CH:12]=[N:13][N:14]([CH:16]4[CH2:21][CH2:20][N:19]([C:22]([O:24][C:25]([CH3:28])([CH3:27])[CH3:26])=[O:23])[CH2:18][CH2:17]4)[CH:15]=3)[CH:9]=2)[CH:4]=[CH:3]1.[Cl:29][C:30]1[C:37]([F:38])=[CH:36][CH:35]=[C:34]([Cl:39])[C:31]=1[CH:32]=O. The catalyst is CCCCCCC. The product is [Cl:29][C:30]1[C:37]([F:38])=[CH:36][CH:35]=[C:34]([Cl:39])[C:31]=1/[CH:32]=[N:1]/[N:2]1[C:10]2[C:5](=[N:6][CH:7]=[C:8]([C:11]3[CH:12]=[N:13][N:14]([CH:16]4[CH2:21][CH2:20][N:19]([C:22]([O:24][C:25]([CH3:28])([CH3:27])[CH3:26])=[O:23])[CH2:18][CH2:17]4)[CH:15]=3)[CH:9]=2)[CH:4]=[CH:3]1. The yield is 0.870. (3) The reactants are [H-].[Al+3].[Li+].[H-].[H-].[H-].[CH3:7][C:8]1([CH3:18])[C:13](=O)[NH:12][C@H:11]2[CH2:15][CH2:16][CH2:17][C@H:10]2[NH:9]1.O.O.O.O.O.O.O.O.O.O.S([O-])([O-])(=O)=O.[Na+].[Na+].[H][H]. The catalyst is O1CCOCC1. The product is [CH3:7][C:8]1([CH3:18])[NH:9][C@H:10]2[CH2:17][CH2:16][CH2:15][C@H:11]2[NH:12][CH2:13]1. The yield is 0.910.